This data is from Forward reaction prediction with 1.9M reactions from USPTO patents (1976-2016). The task is: Predict the product of the given reaction. (1) Given the reactants [S:1]1[CH:5]=[CH:4][C:3](C(O)=O)=[CH:2]1.C1(P(N=[N+]=[N-])(C2C=CC=CC=2)=O)C=CC=CC=1.C([N:28]([CH2:31]C)CC)C.[OH2:33].[C:34]([OH:38])([CH3:37])([CH3:36])[CH3:35], predict the reaction product. The product is: [C:34]([O:38][C:31](=[O:33])[NH:28][C:3]1[CH:4]=[CH:5][S:1][CH:2]=1)([CH3:37])([CH3:36])[CH3:35]. (2) Given the reactants [C:1]([S@@:5](/[N:7]=[CH:8]/[C:9]1[CH:18]=[CH:17][C:12]([C:13]([O:15][CH3:16])=[O:14])=[CH:11][CH:10]=1)=[O:6])([CH3:4])([CH3:3])[CH3:2].[C:19]1([Mg]Br)[CH:24]=[CH:23][CH:22]=[CH:21][CH:20]=1, predict the reaction product. The product is: [CH3:3][C:1]([CH3:4])([S@@:5]([NH:7][C@H:8]([C:19]1[CH:24]=[CH:23][CH:22]=[CH:21][CH:20]=1)[C:9]1[CH:10]=[CH:11][C:12]([C:13]([O:15][CH3:16])=[O:14])=[CH:17][CH:18]=1)=[O:6])[CH3:2]. (3) Given the reactants [OH:1][C@H:2]1[CH2:7][CH2:6][C@H:5]([N:8]2[C:16](=[O:17])[C:15]3[C:10](=[CH:11][CH:12]=[CH:13][CH:14]=3)[C:9]2=[O:18])[CH2:4][CH2:3]1.C1(P(C2C=CC=CC=2)C2C=CC=CC=2)C=CC=CC=1.[N+:38]([C:41]1[CH:49]=[CH:48][C:44]([C:45](O)=[O:46])=[CH:43][CH:42]=1)([O-:40])=[O:39].N(C(OC(C)C)=O)=NC(OC(C)C)=O, predict the reaction product. The product is: [O:17]=[C:16]1[C:15]2[C:10](=[CH:11][CH:12]=[CH:13][CH:14]=2)[C:9](=[O:18])[N:8]1[C@@H:5]1[CH2:4][CH2:3][C@H:2]([O:1][C:45](=[O:46])[C:44]2[CH:43]=[CH:42][C:41]([N+:38]([O-:40])=[O:39])=[CH:49][CH:48]=2)[CH2:7][CH2:6]1.